Dataset: HIV replication inhibition screening data with 41,000+ compounds from the AIDS Antiviral Screen. Task: Binary Classification. Given a drug SMILES string, predict its activity (active/inactive) in a high-throughput screening assay against a specified biological target. (1) The molecule is CCCCCCCCCCCCCC(=O)NCO. The result is 0 (inactive). (2) The molecule is O=CNc1ccccc1OCCOc1ccccc1NC=O. The result is 0 (inactive). (3) The drug is CCCCCCCCCCCCCCCCCCCCCCCCCCCCCC=C(c1cc(Cl)c(O)c(C(=O)O)c1)c1cc(Cl)c(O)c(C(=O)O)c1.N. The result is 1 (active). (4) The drug is CCOC(=O)C(=CNC(=S)Nc1ccc(Cl)c(Cl)c1)C(=O)OCC. The result is 0 (inactive). (5) The compound is N#Cc1c(O)nc2ccccc2c1O. The result is 0 (inactive). (6) The drug is CC(=O)OCC(CCC[Sn](Cl)(Cl)c1ccccc1)OC(C)=O. The result is 0 (inactive). (7) The molecule is O=C(N=C(Nc1ccccc1)SCSC(=Nc1ccccc1)NC(=O)c1c(Cl)cccc1Cl)c1c(Cl)cccc1Cl. The result is 0 (inactive). (8) The drug is CCNC(=S)NNC(=O)c1ccccc1Nc1ccccc1C(=O)NNC(=S)NCC. The result is 0 (inactive).